Dataset: Reaction yield outcomes from USPTO patents with 853,638 reactions. Task: Predict the reaction yield, written as a fraction of the theoretical maximum amount of product (1.0 means a 100% yield; for example, 0.34 means a 34% yield). (1) The reactants are [Cl:1][C:2]1[C:11]2[C:6](=[CH:7][CH:8]=[CH:9][C:10]=2[O:12][CH:13]2[CH2:18][CH2:17][N:16]([CH3:19])[CH2:15][CH2:14]2)[N:5]=[CH:4][N:3]=1.[C:20]([C:22]1[CH:23]=[C:24]([CH:26]=[CH:27][C:28]=1[O:29][CH2:30][C:31]1[CH:36]=[CH:35][CH:34]=[C:33]([F:37])[CH:32]=1)[NH2:25])#[CH:21]. The product is [ClH:1].[C:20]([C:22]1[CH:23]=[C:24]([CH:26]=[CH:27][C:28]=1[O:29][CH2:30][C:31]1[CH:36]=[CH:35][CH:34]=[C:33]([F:37])[CH:32]=1)[NH:25][C:2]1[C:11]2[C:6](=[CH:7][CH:8]=[CH:9][C:10]=2[O:12][CH:13]2[CH2:18][CH2:17][N:16]([CH3:19])[CH2:15][CH2:14]2)[N:5]=[CH:4][N:3]=1)#[CH:21]. The yield is 0.800. No catalyst specified. (2) The reactants are [CH:1]1([CH:7]([C:9]2[C:10]([CH:22]([CH3:24])[CH3:23])=[N:11][N:12]([C:14]3[CH:19]=[CH:18][C:17]([O:20][CH3:21])=[CH:16][CH:15]=3)[CH:13]=2)O)[CH2:6][CH2:5][CH2:4][CH2:3][CH2:2]1.[NH2:25][C:26]1[CH:31]=[CH:30][C:29]([C:32]([NH:34][CH2:35][CH2:36][C:37]([O:39]CC)=[O:38])=[O:33])=[CH:28][CH:27]=1. No catalyst specified. The product is [CH:1]1([CH:7]([NH:25][C:26]2[CH:27]=[CH:28][C:29]([C:32]([NH:34][CH2:35][CH2:36][C:37]([OH:39])=[O:38])=[O:33])=[CH:30][CH:31]=2)[C:9]2[C:10]([CH:22]([CH3:24])[CH3:23])=[N:11][N:12]([C:14]3[CH:19]=[CH:18][C:17]([O:20][CH3:21])=[CH:16][CH:15]=3)[CH:13]=2)[CH2:6][CH2:5][CH2:4][CH2:3][CH2:2]1. The yield is 0.300. (3) The reactants are [F:1][C:2]1[CH:7]=[CH:6][C:5]([C:8]2[C:9]3[CH:21]=[CH:20][C:19](=[O:22])[N:18]([C:23]4[CH:28]=[CH:27][CH:26]=[CH:25][C:24]=4[CH3:29])[C:10]=3[N:11]=[C:12](S(C)(=O)=O)[N:13]=2)=[C:4]([CH3:30])[CH:3]=1.[NH2:31][C:32]([CH3:36])([CH3:35])[CH2:33][OH:34]. No catalyst specified. The product is [F:1][C:2]1[CH:7]=[CH:6][C:5]([C:8]2[C:9]3[CH:21]=[CH:20][C:19](=[O:22])[N:18]([C:23]4[CH:28]=[CH:27][CH:26]=[CH:25][C:24]=4[CH3:29])[C:10]=3[N:11]=[C:12]([NH:31][C:32]([CH3:36])([CH3:35])[CH2:33][OH:34])[N:13]=2)=[C:4]([CH3:30])[CH:3]=1. The yield is 0.110. (4) The reactants are N#N.CCN=C=NCCCN(C)C.Cl.CCN(CC)CC.[CH3:22][O:23][C:24]1[CH:25]=[C:26]([CH2:34][CH2:35][C:36]([OH:38])=O)[CH:27]=[C:28]([O:32][CH3:33])[C:29]=1[O:30][CH3:31].[CH3:39][O:40][C:41](=[O:56])[CH2:42][C:43]1[CH:44]=[C:45]([C:49]2[CH:54]=[CH:53][CH:52]=[CH:51][C:50]=2[NH2:55])[CH:46]=[CH:47][CH:48]=1. The catalyst is C(Cl)Cl.CN(C1C=CN=CC=1)C. The product is [CH3:39][O:40][C:41](=[O:56])[CH2:42][C:43]1[CH:44]=[C:45]([C:49]2[CH:54]=[CH:53][CH:52]=[CH:51][C:50]=2[NH:55][C:36](=[O:38])[CH2:35][CH2:34][C:26]2[CH:27]=[C:28]([O:32][CH3:33])[C:29]([O:30][CH3:31])=[C:24]([O:23][CH3:22])[CH:25]=2)[CH:46]=[CH:47][CH:48]=1. The yield is 0.480.